From a dataset of Reaction yield outcomes from USPTO patents with 853,638 reactions. Predict the reaction yield, written as a fraction of the theoretical maximum amount of product (1.0 means a 100% yield; for example, 0.34 means a 34% yield). (1) The reactants are [OH:1][C:2]([CH3:29])([CH3:28])[C:3]#[C:4][C:5]1[CH:27]=[N:26][C:8]2[N:9](COCC[Si](C)(C)C)[C:10]3[CH:15]=[N:14][C:13]([C:16]#[N:17])=[CH:12][C:11]=3[C:7]=2[CH:6]=1.CCCC[N+](CCCC)(CCCC)CCCC.[F-]. The catalyst is C1COCC1. The product is [OH:1][C:2]([CH3:29])([CH3:28])[C:3]#[C:4][C:5]1[CH:27]=[N:26][C:8]2[NH:9][C:10]3[CH:15]=[N:14][C:13]([C:16]#[N:17])=[CH:12][C:11]=3[C:7]=2[CH:6]=1. The yield is 0.120. (2) The reactants are C([NH:4][C@:5]1([C:22](NC(C)(C)C)=[O:23])[C@@H:9]([CH2:10][CH2:11][CH2:12][B:13]2[O:17]C(C)(C)C(C)(C)[O:14]2)[CH2:8][NH:7][CH2:6]1)(=O)C.[C:29]([CH:34]1[CH2:39][CH2:38][C:37](=O)[CH2:36][CH2:35]1)([O:31]CC)=[O:30].S([O-])([O-])(=O)=[O:42].[Na+].[Na+].C(O)(=O)C.C(O[BH-](OC(=O)C)OC(=O)C)(=O)C.[Na+].C(=O)([O-])[O-].[Na+].[Na+]. The catalyst is ClCCCl. The product is [NH2:4][C@:5]1([C:22]([OH:23])=[O:42])[C@@H:9]([CH2:10][CH2:11][CH2:12][B:13]([OH:14])[OH:17])[CH2:8][N:7]([CH:37]2[CH2:38][CH2:39][CH:34]([C:29]([OH:31])=[O:30])[CH2:35][CH2:36]2)[CH2:6]1. The yield is 0.650. (3) The reactants are [Cl:1][C:2]1[CH:7]=[C:6]([Cl:8])[CH:5]=[C:4]([Cl:9])[C:3]=1[N:10]=[C:11]=[O:12].[NH2:13][C:14]1[CH:15]=[C:16]([C:32]2[CH:37]=[CH:36][C:35]([O:38][CH3:39])=[CH:34][CH:33]=2)[CH:17]=[CH:18][C:19]=1[C:20]([NH:22][C@H:23]([C:28]([O:30][CH3:31])=[O:29])[C:24]([CH3:27])([CH3:26])[CH3:25])=[O:21].CCCCCC.C(OCC)(=O)C. The catalyst is N1C=CC=CC=1. The product is [CH3:25][C:24]([CH3:27])([CH3:26])[C@@H:23]([C:28]([O:30][CH3:31])=[O:29])[NH:22][C:20]([C:19]1[CH:18]=[CH:17][C:16]([C:32]2[CH:37]=[CH:36][C:35]([O:38][CH3:39])=[CH:34][CH:33]=2)=[CH:15][C:14]=1[NH:13][C:11]([NH:10][C:3]1[C:2]([Cl:1])=[CH:7][C:6]([Cl:8])=[CH:5][C:4]=1[Cl:9])=[O:12])=[O:21]. The yield is 0.440. (4) The reactants are C([O:5][C:6](=[O:18])[CH2:7][CH:8]([NH:11][C:12]([O:14][CH2:15][CH:16]=[CH2:17])=[O:13])[CH2:9][OH:10])(C)(C)C.[Cl:19][CH:20](O)[CH3:21]. No catalyst specified. The product is [CH2:15]([O:14][C:12](=[O:13])[NH:11][CH:8]1[CH2:7][C:6](=[O:5])[O:18][CH:9]1[O:10][CH2:21][CH2:20][Cl:19])[CH:16]=[CH2:17]. The yield is 0.350. (5) The reactants are Cl[C:2]1[N:7]=[CH:6][C:5]([C:8]2[CH:13]=[CH:12][CH:11]=[C:10]([CH3:14])[N:9]=2)=[CH:4][CH:3]=1.[CH2:15]([N:19]1[C:31]2[CH:30]=[C:29](B3OC(C)(C)C(C)(C)O3)[CH:28]=[C:27]([CH3:41])[C:26]=2[C:25]2[C:20]1=[CH:21][CH:22]=[CH:23][CH:24]=2)[CH:16]([CH3:18])[CH3:17].COCCOC. The catalyst is C1C=CC([P]([Pd]([P](C2C=CC=CC=2)(C2C=CC=CC=2)C2C=CC=CC=2)([P](C2C=CC=CC=2)(C2C=CC=CC=2)C2C=CC=CC=2)[P](C2C=CC=CC=2)(C2C=CC=CC=2)C2C=CC=CC=2)(C2C=CC=CC=2)C2C=CC=CC=2)=CC=1.O. The product is [CH2:15]([N:19]1[C:31]2[CH:30]=[C:29]([C:2]3[N:7]=[CH:6][C:5]([C:8]4[CH:13]=[CH:12][CH:11]=[C:10]([CH3:14])[N:9]=4)=[CH:4][CH:3]=3)[CH:28]=[C:27]([CH3:41])[C:26]=2[C:25]2[C:20]1=[CH:21][CH:22]=[CH:23][CH:24]=2)[CH:16]([CH3:18])[CH3:17]. The yield is 0.660. (6) The reactants are [C:1]1([S:7]([N:10]2[C:14]3[CH:15]=[N:16][C:17]([C:21]#[N:22])=[C:18]([CH:19]=[CH2:20])[C:13]=3[C:12]3[CH:23]=[CH:24][CH:25]=[N:26][C:11]2=3)(=[O:9])=[O:8])[CH:6]=[CH:5][CH:4]=[CH:3][CH:2]=1. The catalyst is [Pd].C1COCC1. The product is [C:1]1([S:7]([N:10]2[C:14]3[CH:15]=[N:16][C:17]([C:21]#[N:22])=[C:18]([CH2:19][CH3:20])[C:13]=3[C:12]3[CH:23]=[CH:24][CH:25]=[N:26][C:11]2=3)(=[O:9])=[O:8])[CH:2]=[CH:3][CH:4]=[CH:5][CH:6]=1. The yield is 0.990. (7) The reactants are [Si:1]([O:8][C:9]1[C:10]([F:20])=[C:11]([CH:16]([OH:19])[CH2:17][CH3:18])[CH:12]=[C:13]([F:15])[CH:14]=1)([C:4]([CH3:7])([CH3:6])[CH3:5])([CH3:3])[CH3:2].C(Cl)Cl.C(O)(=O)C.C(O)(=O)C.IC1C=CC=CC=1. The catalyst is CCOC(C)=O.CC1(C)N([O])C(C)(C)CCC1. The product is [Si:1]([O:8][C:9]1[C:10]([F:20])=[C:11]([C:16](=[O:19])[CH2:17][CH3:18])[CH:12]=[C:13]([F:15])[CH:14]=1)([C:4]([CH3:6])([CH3:7])[CH3:5])([CH3:3])[CH3:2]. The yield is 0.940. (8) The reactants are [OH:1][C:2]1[CH:23]=[CH:22][C:5]([C:6]([NH:8][C:9]2[CH:10]=[C:11]([CH:18]=[CH:19][C:20]=2[CH3:21])[C:12]([NH:14][CH:15]2[CH2:17][CH2:16]2)=[O:13])=[O:7])=[CH:4][CH:3]=1.Br[CH2:25][C:26]1[N:31]=[C:30]([CH2:32][OH:33])[CH:29]=[CH:28][CH:27]=1.C(=O)([O-])[O-].[K+].[K+].O. The catalyst is C(#N)C. The product is [CH:15]1([NH:14][C:12](=[O:13])[C:11]2[CH:18]=[CH:19][C:20]([CH3:21])=[C:9]([NH:8][C:6](=[O:7])[C:5]3[CH:4]=[CH:3][C:2]([O:1][CH2:25][C:26]4[CH:27]=[CH:28][CH:29]=[C:30]([CH2:32][OH:33])[N:31]=4)=[CH:23][CH:22]=3)[CH:10]=2)[CH2:16][CH2:17]1. The yield is 0.580.